From a dataset of M1 muscarinic receptor antagonist screen with 61,756 compounds. Binary Classification. Given a drug SMILES string, predict its activity (active/inactive) in a high-throughput screening assay against a specified biological target. (1) The drug is Brc1cc2CC(N(c2c(S(=O)(=O)NCc2cc3OCOc3cc2)c1)C(=O)C)C. The result is 0 (inactive). (2) The molecule is O1c2c3n4c(C(NCc3ccc2OC1)c1cc(O)c(OC)cc1)ccc4. The result is 1 (active). (3) The drug is S(CCNC(=O)C)C(=O)c1ccc(F)cc1. The result is 0 (inactive). (4) The drug is OCCNc1nc(N2CCN(CC2)Cc2ccccc2)nc2c1cccc2. The result is 0 (inactive). (5) The drug is O(CC(=O)Nc1cc2nc(n(c2cc1)C)CCN1CCN(CC1)C)c1cc(ccc1)C. The result is 0 (inactive). (6) The compound is s1c(C(=O)N2CCOCC2)c(n(CC)c1=S)N. The result is 0 (inactive). (7) The molecule is O(C(=O)C(c1nc2c([nH]c1=O)cccc2)C)CC. The result is 0 (inactive).